The task is: Regression. Given two drug SMILES strings and cell line genomic features, predict the synergy score measuring deviation from expected non-interaction effect.. This data is from NCI-60 drug combinations with 297,098 pairs across 59 cell lines. (1) Drug 1: CN(C)N=NC1=C(NC=N1)C(=O)N. Drug 2: CCN(CC)CCNC(=O)C1=C(NC(=C1C)C=C2C3=C(C=CC(=C3)F)NC2=O)C. Cell line: NCI-H460. Synergy scores: CSS=13.8, Synergy_ZIP=-4.04, Synergy_Bliss=5.28, Synergy_Loewe=2.99, Synergy_HSA=3.24. (2) Drug 1: CC12CCC3C(C1CCC2=O)CC(=C)C4=CC(=O)C=CC34C. Drug 2: C1C(C(OC1N2C=NC3=C(N=C(N=C32)Cl)N)CO)O. Cell line: RXF 393. Synergy scores: CSS=27.9, Synergy_ZIP=0.689, Synergy_Bliss=-1.36, Synergy_Loewe=-4.15, Synergy_HSA=-0.513. (3) Drug 1: C1=NC2=C(N=C(N=C2N1C3C(C(C(O3)CO)O)F)Cl)N. Drug 2: C1CC(=O)NC(=O)C1N2C(=O)C3=CC=CC=C3C2=O. Cell line: OVCAR3. Synergy scores: CSS=2.92, Synergy_ZIP=2.57, Synergy_Bliss=4.61, Synergy_Loewe=6.50, Synergy_HSA=-1.95.